Dataset: Reaction yield outcomes from USPTO patents with 853,638 reactions. Task: Predict the reaction yield, written as a fraction of the theoretical maximum amount of product (1.0 means a 100% yield; for example, 0.34 means a 34% yield). (1) The reactants are [OH:1][CH2:2][CH2:3][C@@H:4]([NH:11][C:12]([C:14]1[CH:15]=[C:16]2[C:20](=[CH:21][CH:22]=1)[NH:19][N:18]=[C:17]2I)=[O:13])[C:5]1[CH:10]=[CH:9][CH:8]=[CH:7][CH:6]=1.[Cl:24][C:25]1[CH:38]=[C:37](B2OC(C)(C)C(C)(C)O2)[CH:36]=[CH:35][C:26]=1[O:27][CH:28]1[CH2:33][CH2:32][N:31]([CH3:34])[CH2:30][CH2:29]1.C([O-])([O-])=O.[Na+].[Na+]. The catalyst is C1C=CC([P]([Pd]([P](C2C=CC=CC=2)(C2C=CC=CC=2)C2C=CC=CC=2)([P](C2C=CC=CC=2)(C2C=CC=CC=2)C2C=CC=CC=2)[P](C2C=CC=CC=2)(C2C=CC=CC=2)C2C=CC=CC=2)(C2C=CC=CC=2)C2C=CC=CC=2)=CC=1.C1(C)C=CC=CC=1.CCO. The product is [Cl:24][C:25]1[CH:38]=[C:37]([C:17]2[C:16]3[C:20](=[CH:21][CH:22]=[C:14]([C:12]([NH:11][C@@H:4]([C:5]4[CH:10]=[CH:9][CH:8]=[CH:7][CH:6]=4)[CH2:3][CH2:2][OH:1])=[O:13])[CH:15]=3)[NH:19][N:18]=2)[CH:36]=[CH:35][C:26]=1[O:27][CH:28]1[CH2:33][CH2:32][N:31]([CH3:34])[CH2:30][CH2:29]1. The yield is 0.300. (2) The reactants are Cl.[CH3:2][C:3]1[C:7]([CH2:8][N:9]2[CH:13]=[C:12]([NH2:14])[CH:11]=[N:10]2)=[C:6]([CH3:15])[O:5][N:4]=1.[C:16]1([CH:22]([CH3:26])[C:23](O)=[O:24])[CH:21]=[CH:20][CH:19]=[CH:18][CH:17]=1.C(N(CC)CC)C.C(Cl)CCl. The catalyst is CN(C1C=CN=CC=1)C.C(Cl)Cl.Cl. The product is [CH3:2][C:3]1[C:7]([CH2:8][N:9]2[CH:13]=[C:12]([NH:14][C:23](=[O:24])[CH:22]([C:16]3[CH:21]=[CH:20][CH:19]=[CH:18][CH:17]=3)[CH3:26])[CH:11]=[N:10]2)=[C:6]([CH3:15])[O:5][N:4]=1. The yield is 0.810. (3) The reactants are N([O-])=O.[Na+].[F:5][C:6]([F:15])([F:14])[C:7]1[CH:8]=[C:9]([CH:11]=[CH:12][CH:13]=1)N.[C:16]([O:20][CH3:21])(=[O:19])[CH:17]=[CH2:18].[ClH:22]. The catalyst is O.CC(C)=O. The product is [Cl:22][CH:17]([CH2:18][C:9]1[CH:11]=[CH:12][CH:13]=[C:7]([C:6]([F:15])([F:14])[F:5])[CH:8]=1)[C:16]([O:20][CH3:21])=[O:19]. The yield is 0.740. (4) The reactants are [CH2:1]([NH:8][C:9]1([C:12]2[CH:17]=[CH:16][C:15]([C:18]#[CH:19])=[CH:14][CH:13]=2)[CH2:11][CH2:10]1)[C:2]1[CH:7]=[CH:6][CH:5]=[CH:4][CH:3]=1.[CH2:20]([O:22][C:23](=[O:31])[C:24]1[CH:29]=[CH:28][C:27](I)=[CH:26][CH:25]=1)[CH3:21]. The catalyst is C(N(CC)CC)C.[Cu]I.Cl[Pd](Cl)([P](C1C=CC=CC=1)(C1C=CC=CC=1)C1C=CC=CC=1)[P](C1C=CC=CC=1)(C1C=CC=CC=1)C1C=CC=CC=1. The product is [CH2:1]([NH:8][C:9]1([C:12]2[CH:13]=[CH:14][C:15]([C:18]#[C:19][C:27]3[CH:28]=[CH:29][C:24]([C:23]([O:22][CH2:20][CH3:21])=[O:31])=[CH:25][CH:26]=3)=[CH:16][CH:17]=2)[CH2:11][CH2:10]1)[C:2]1[CH:3]=[CH:4][CH:5]=[CH:6][CH:7]=1. The yield is 0.900. (5) The reactants are [F:1][C:2]1([F:31])[CH2:7][CH2:6][CH:5]([CH2:8][C:9]2[N:13]3[C:14]([CH3:26])=[CH:15][C:16](/[CH:18]=[CH:19]\[CH:20]4[CH2:25][CH2:24][O:23][CH2:22][CH2:21]4)=[CH:17][C:12]3=[N:11][C:10]=2[C:27]([F:30])([F:29])[F:28])[CH2:4][CH2:3]1.C[N+]1([O-])CC[O:36]CC1.S([O-])([O-])(=O)=S.[Na+].[Na+].[OH2:47]. The catalyst is C(O)(C)(C)C.[Os](=O)(=O)(=O)=O. The product is [F:31][C:2]1([F:1])[CH2:7][CH2:6][CH:5]([CH2:8][C:9]2[N:13]3[C:14]([CH3:26])=[CH:15][C:16]([CH:18]([OH:36])[CH:19]([CH:20]4[CH2:25][CH2:24][O:23][CH2:22][CH2:21]4)[OH:47])=[CH:17][C:12]3=[N:11][C:10]=2[C:27]([F:29])([F:30])[F:28])[CH2:4][CH2:3]1. The yield is 0.860. (6) The reactants are F[C:2]1[CH:10]=[CH:9][CH:8]=[C:7]2[C:3]=1[C:4](=[O:19])[N:5]([CH2:12][C:13]1[CH:18]=[CH:17][N:16]=[CH:15][CH:14]=1)[C:6]2=[O:11].[NH:20]1[CH2:25][CH2:24][CH2:23][C@@H:22]([C:26]([OH:28])=[O:27])[CH2:21]1.C(=O)([O-])[O-].[Cs+].[Cs+].O. The catalyst is CS(C)=O.C(O)(=O)C. The product is [O:11]=[C:6]1[C:7]2[C:3](=[C:2]([N:20]3[CH2:25][CH2:24][CH2:23][C@@H:22]([C:26]([OH:28])=[O:27])[CH2:21]3)[CH:10]=[CH:9][CH:8]=2)[C:4](=[O:19])[N:5]1[CH2:12][C:13]1[CH:18]=[CH:17][N:16]=[CH:15][CH:14]=1. The yield is 0.910. (7) The reactants are Br[C:2]1[CH:9]=[CH:8][C:5]([C:6]#[N:7])=[CH:4][CH:3]=1.[C:10]1([OH:16])[CH:15]=[CH:14][CH:13]=[CH:12][CH:11]=1.C([O-])([O-])=O.[Cs+].[Cs+].C1(C(O)=O)C2C(=CC=CC=2)C=CC=1. The catalyst is C(OCC)(=O)C.C1(C)C=CC=CC=1. The product is [O:16]([C:2]1[CH:9]=[CH:8][C:5]([C:6]#[N:7])=[CH:4][CH:3]=1)[C:10]1[CH:15]=[CH:14][CH:13]=[CH:12][CH:11]=1. The yield is 0.860. (8) The reactants are Br[CH2:2][C:3]1([NH:6][C:7]([NH:9][C@@:10]([C:25]2[CH:30]=[C:29]([O:31][C:32]([F:37])([F:36])[CH:33]([F:35])[F:34])[CH:28]=[C:27]([F:38])[CH:26]=2)([C:18]2[CH:23]=[CH:22][C:21]([F:24])=[CH:20][CH:19]=2)[CH2:11][C:12]2[CH:17]=[CH:16][CH:15]=[CH:14][CH:13]=2)=[O:8])[CH2:5][CH2:4]1.[C-:39]#[N:40].[Na+]. The catalyst is CS(C)=O. The product is [C:39]([CH2:2][C:3]1([NH:6][C:7]([NH:9][C@@:10]([C:25]2[CH:30]=[C:29]([O:31][C:32]([F:37])([F:36])[CH:33]([F:35])[F:34])[CH:28]=[C:27]([F:38])[CH:26]=2)([C:18]2[CH:23]=[CH:22][C:21]([F:24])=[CH:20][CH:19]=2)[CH2:11][C:12]2[CH:17]=[CH:16][CH:15]=[CH:14][CH:13]=2)=[O:8])[CH2:5][CH2:4]1)#[N:40]. The yield is 0.630. (9) The reactants are [CH3:1][O:2][C:3]1[C:13]([N+:14]([O-:16])=[O:15])=[CH:12][C:6]2[CH2:7][CH2:8][NH:9][CH2:10][CH2:11][C:5]=2[CH:4]=1.[F:17][C:18]([F:29])([F:28])[CH2:19]OS(C(Cl)(Cl)Cl)(=O)=O.C(=O)([O-])[O-].[K+].[K+]. The catalyst is CN(C)C=O. The product is [CH3:1][O:2][C:3]1[C:13]([N+:14]([O-:16])=[O:15])=[CH:12][C:6]2[CH2:7][CH2:8][N:9]([CH2:19][C:18]([F:29])([F:28])[F:17])[CH2:10][CH2:11][C:5]=2[CH:4]=1. The yield is 0.460. (10) The reactants are [C:1]([O:5][C:6]([N:8]1[CH2:11][CH:10]([CH2:12][CH2:13][OH:14])[CH2:9]1)=[O:7])([CH3:4])([CH3:3])[CH3:2].[H-].[Na+].[Cl:17][C:18]1[CH:25]=[CH:24][C:21]([CH2:22]Br)=[CH:20][CH:19]=1. The catalyst is [I-].C([N+](CCCC)(CCCC)CCCC)CCC.C1COCC1. The product is [C:1]([O:5][C:6]([N:8]1[CH2:11][CH:10]([CH2:12][CH2:13][O:14][CH2:22][C:21]2[CH:24]=[CH:25][C:18]([Cl:17])=[CH:19][CH:20]=2)[CH2:9]1)=[O:7])([CH3:4])([CH3:3])[CH3:2]. The yield is 0.740.